From a dataset of Forward reaction prediction with 1.9M reactions from USPTO patents (1976-2016). Predict the product of the given reaction. Given the reactants Br[C:2]1[CH:11]=[C:10]2[C:5]([CH:6]=[CH:7][N:8]=[C:9]2[Cl:12])=[CH:4][CH:3]=1.[Li]CCCC.[C:18](=[O:20])=[O:19].[OH-].[Na+], predict the reaction product. The product is: [Cl:12][C:9]1[C:10]2[C:5](=[CH:4][CH:3]=[C:2]([C:18]([OH:20])=[O:19])[CH:11]=2)[CH:6]=[CH:7][N:8]=1.